This data is from NCI-60 drug combinations with 297,098 pairs across 59 cell lines. The task is: Regression. Given two drug SMILES strings and cell line genomic features, predict the synergy score measuring deviation from expected non-interaction effect. (1) Cell line: RPMI-8226. Drug 1: CCCS(=O)(=O)NC1=C(C(=C(C=C1)F)C(=O)C2=CNC3=C2C=C(C=N3)C4=CC=C(C=C4)Cl)F. Synergy scores: CSS=4.54, Synergy_ZIP=6.85, Synergy_Bliss=13.5, Synergy_Loewe=7.66, Synergy_HSA=6.69. Drug 2: CC(C)(C#N)C1=CC(=CC(=C1)CN2C=NC=N2)C(C)(C)C#N. (2) Drug 1: CCCCC(=O)OCC(=O)C1(CC(C2=C(C1)C(=C3C(=C2O)C(=O)C4=C(C3=O)C=CC=C4OC)O)OC5CC(C(C(O5)C)O)NC(=O)C(F)(F)F)O. Drug 2: CC1C(C(CC(O1)OC2CC(CC3=C2C(=C4C(=C3O)C(=O)C5=CC=CC=C5C4=O)O)(C(=O)C)O)N)O. Cell line: CAKI-1. Synergy scores: CSS=36.2, Synergy_ZIP=-2.02, Synergy_Bliss=-2.95, Synergy_Loewe=-4.48, Synergy_HSA=-0.475.